Dataset: Full USPTO retrosynthesis dataset with 1.9M reactions from patents (1976-2016). Task: Predict the reactants needed to synthesize the given product. (1) The reactants are: I[C:2]1[CH:12]=[CH:11][C:5]([C:6]([O:8]CC)=[O:7])=[CH:4][CH:3]=1.[CH3:13][C@@H:14]1[CH2:18][O:17][C:16](=[O:19])[NH:15]1. Given the product [CH3:13][C@@H:14]1[CH2:18][O:17][C:16](=[O:19])[N:15]1[C:2]1[CH:3]=[CH:4][C:5]([C:6]([OH:8])=[O:7])=[CH:11][CH:12]=1, predict the reactants needed to synthesize it. (2) The reactants are: C(OC([NH:8][C@@H:9]([CH3:12])[CH2:10][OH:11])=O)(C)(C)C.[Cl:13][C:14]1[CH:15]=[C:16]([CH:21]=[CH:22][C:23]=1O)[C:17]([O:19][CH3:20])=[O:18].C1C=CC(P(C2C=CC=CC=2)C2C=CC=CC=2)=CC=1.N(C(OC(C)C)=O)=NC(OC(C)C)=O. Given the product [Cl:13][C:14]1[CH:15]=[C:16]([CH:21]=[CH:22][C:23]=1[O:11][CH2:10][C@@H:9]([NH2:8])[CH3:12])[C:17]([O:19][CH3:20])=[O:18], predict the reactants needed to synthesize it. (3) Given the product [Br:1][C:2]1[CH:3]=[CH:4][C:5]([F:11])=[C:6]([CH:10]=1)[C:7]([O:9][CH3:14])=[O:8], predict the reactants needed to synthesize it. The reactants are: [Br:1][C:2]1[CH:3]=[CH:4][C:5]([F:11])=[C:6]([CH:10]=1)[C:7]([OH:9])=[O:8].CI.[C:14](=O)([O-])[O-].[K+].[K+]. (4) The reactants are: [Cl:1][C:2]1[C:7]([N:8]2[CH2:13][CH2:12][N:11]([C:14]([C:16]3[C:17]([C:22]4[CH:27]=[CH:26][CH:25]=[CH:24][C:23]=4[O:28][CH3:29])=[N:18][O:19][C:20]=3[CH3:21])=[O:15])[CH2:10][CH2:9]2)=[CH:6][C:5]([NH:30][C:31](=[O:41])[C:32]2[CH:37]=[CH:36][C:35]([N:38]([CH3:40])[CH3:39])=[CH:34][CH:33]=2)=[C:4]([CH:42]=O)[CH:3]=1.Cl.[NH2:45][OH:46].C(N(CC)CC)C. Given the product [Cl:1][C:2]1[C:7]([N:8]2[CH2:13][CH2:12][N:11]([C:14]([C:16]3[C:17]([C:22]4[CH:27]=[CH:26][CH:25]=[CH:24][C:23]=4[O:28][CH3:29])=[N:18][O:19][C:20]=3[CH3:21])=[O:15])[CH2:10][CH2:9]2)=[CH:6][C:5]([NH:30][C:31](=[O:41])[C:32]2[CH:33]=[CH:34][C:35]([N:38]([CH3:40])[CH3:39])=[CH:36][CH:37]=2)=[C:4](/[CH:42]=[N:45]/[OH:46])[CH:3]=1, predict the reactants needed to synthesize it. (5) Given the product [CH2:1]([O:8][C:9]1[CH:14]=[C:13]([O:15][CH2:16][C:17]2[CH:22]=[CH:21][CH:20]=[CH:19][CH:18]=2)[C:12]([CH:23]([CH3:25])[CH3:24])=[CH:11][C:10]=1[C:26]1[O:30][N:29]=[C:28]([C:31]([O:33][CH2:34][CH3:35])=[O:32])[C:27]=1[I:36])[C:2]1[CH:7]=[CH:6][CH:5]=[CH:4][CH:3]=1, predict the reactants needed to synthesize it. The reactants are: [CH2:1]([O:8][C:9]1[CH:14]=[C:13]([O:15][CH2:16][C:17]2[CH:22]=[CH:21][CH:20]=[CH:19][CH:18]=2)[C:12]([CH:23]([CH3:25])[CH3:24])=[CH:11][C:10]=1[C:26]1[O:30][N:29]=[C:28]([C:31]([O:33][CH2:34][CH3:35])=[O:32])[CH:27]=1)[C:2]1[CH:7]=[CH:6][CH:5]=[CH:4][CH:3]=1.[I:36]N1C(=O)CCC1=O. (6) Given the product [C:32]([CH2:31][S:30][C:2]1[N:7]=[CH:6][N:5]=[C:4]([C:8]2[CH:9]=[C:10]([NH:14][C:15]([NH:17][C:18]3[CH:23]=[CH:22][C:21]([C:24]([F:27])([F:26])[F:25])=[CH:20][CH:19]=3)=[O:16])[CH:11]=[CH:12][CH:13]=2)[C:3]=1[C:28]#[N:29])(=[O:33])[NH2:34], predict the reactants needed to synthesize it. The reactants are: Cl[C:2]1[N:7]=[CH:6][N:5]=[C:4]([C:8]2[CH:9]=[C:10]([NH:14][C:15]([NH:17][C:18]3[CH:23]=[CH:22][C:21]([C:24]([F:27])([F:26])[F:25])=[CH:20][CH:19]=3)=[O:16])[CH:11]=[CH:12][CH:13]=2)[C:3]=1[C:28]#[N:29].[SH:30][CH2:31][C:32]([NH2:34])=[O:33].C([O-])([O-])=O.[K+].[K+]. (7) Given the product [CH3:32][N:31]([CH3:33])[CH2:30][C:6]1[NH:5][C:13]2[C:8]([CH:7]=1)=[CH:9][CH:10]=[C:11]([C:14]1[O:15][C:16]([CH2:19][S:20][CH2:21][CH2:22][O:23][C:24]3[CH:29]=[CH:28][CH:27]=[CH:26][CH:25]=3)=[N:17][N:18]=1)[CH:12]=2, predict the reactants needed to synthesize it. The reactants are: CS([N:5]1[C:13]2[C:8](=[CH:9][CH:10]=[C:11]([C:14]3[O:15][C:16]([CH2:19][S:20][CH2:21][CH2:22][O:23][C:24]4[CH:29]=[CH:28][CH:27]=[CH:26][CH:25]=4)=[N:17][N:18]=3)[CH:12]=2)[CH:7]=[C:6]1[CH2:30][N:31]([CH3:33])[CH3:32])(=O)=O.CN(C)CC1NC2C(C=1)=CC(C1OC(CSCCOC3C=CC=CC=3)=NN=1)=CC=2. (8) Given the product [C:1]([O:5][C:6](=[O:7])[NH:8][CH:9]([C:28](=[O:32])[N:29]([CH3:31])[CH3:30])[CH2:10][C:11]1[CH:12]=[CH:13][C:14]([C:17]2[CH:18]=[CH:19][C:20]([CH2:23][CH2:24][C:25](=[O:27])[NH:71][O:70][C:37]3[CH:38]=[CH:39][CH:40]=[CH:41][CH:42]=3)=[CH:21][CH:22]=2)=[CH:15][CH:16]=1)([CH3:3])([CH3:4])[CH3:2], predict the reactants needed to synthesize it. The reactants are: [C:1]([O:5][C:6]([NH:8][CH:9]([C:28](=[O:32])[N:29]([CH3:31])[CH3:30])[CH2:10][C:11]1[CH:16]=[CH:15][C:14]([C:17]2[CH:22]=[CH:21][C:20]([CH2:23][CH2:24][C:25]([OH:27])=O)=[CH:19][CH:18]=2)=[CH:13][CH:12]=1)=[O:7])([CH3:4])([CH3:3])[CH3:2].ON1[C:38]2[CH:39]=[CH:40][CH:41]=[CH:42][C:37]=2N=N1.Cl.CN(C)CCCN=C=NCC.C(N(CC)CC)C.Cl.C([O:70][NH2:71])C1C=CC=CC=1. (9) Given the product [O:1]1[C:5]2[CH:6]=[CH:7][C:8]([C:10]3[CH:11]=[C:12]([C:13](=[O:33])[CH2:28][CH3:29])[CH:15]=[C:16]([O:18][CH2:19][C:20]4[CH:25]=[CH:24][C:23]([O:26][CH3:27])=[CH:22][CH:21]=4)[CH:17]=3)=[CH:9][C:4]=2[O:3][CH2:2]1, predict the reactants needed to synthesize it. The reactants are: [O:1]1[C:5]2[CH:6]=[CH:7][C:8]([C:10]3[CH:11]=[C:12]([CH:15]=[C:16]([O:18][CH2:19][C:20]4[CH:25]=[CH:24][C:23]([O:26][CH3:27])=[CH:22][CH:21]=4)[CH:17]=3)[C:13]#N)=[CH:9][C:4]=2[O:3][CH2:2]1.[CH2:28]([Mg]Cl)[CH3:29].S(=O)(=O)(O)[OH:33].